From a dataset of Forward reaction prediction with 1.9M reactions from USPTO patents (1976-2016). Predict the product of the given reaction. (1) Given the reactants [CH:1]([C:3]1[CH:11]=[CH:10][C:6]([C:7](O)=[O:8])=[CH:5][CH:4]=1)=[CH2:2].C(C1C=C(O)C(=CC=1)O)(C)(C)C.C(Cl)(Cl)[Cl:25].C(Cl)(=O)C(Cl)=O, predict the reaction product. The product is: [CH:1]([C:3]1[CH:11]=[CH:10][C:6]([C:7]([Cl:25])=[O:8])=[CH:5][CH:4]=1)=[CH2:2]. (2) Given the reactants [Cl:1][C:2]1[CH:3]=[C:4]2[CH:10]=[C:9]([CH2:11]Cl)[N:8]([CH2:13][CH2:14][CH2:15][S:16]([CH2:19][CH3:20])(=[O:18])=[O:17])[C:5]2=[N:6][CH:7]=1.[NH:21]1[C:25]2=[CH:26][N:27]=[CH:28][CH:29]=[C:24]2[C:23]2([CH2:31][CH2:30]2)[C:22]1=[O:32].[H-].[Na+], predict the reaction product. The product is: [Cl:1][C:2]1[CH:3]=[C:4]2[CH:10]=[C:9]([CH2:11][N:21]3[C:25]4=[CH:26][N:27]=[CH:28][CH:29]=[C:24]4[C:23]4([CH2:30][CH2:31]4)[C:22]3=[O:32])[N:8]([CH2:13][CH2:14][CH2:15][S:16]([CH2:19][CH3:20])(=[O:18])=[O:17])[C:5]2=[N:6][CH:7]=1. (3) Given the reactants [K:1].C([O:9][C:10]1[CH:15]=[C:14]([O:16][C:17]2[CH:22]=[CH:21][CH:20]=[CH:19][CH:18]=2)[CH:13]=[CH:12][C:11]=1[N:23]1[S:27](=[O:29])(=[O:28])[NH:26][C:25](=[O:30])[CH2:24]1)C1C=CC=CC=1, predict the reaction product. The product is: [K:1].[OH:9][C:10]1[CH:15]=[C:14]([O:16][C:17]2[CH:18]=[CH:19][CH:20]=[CH:21][CH:22]=2)[CH:13]=[CH:12][C:11]=1[N:23]1[S:27](=[O:29])(=[O:28])[NH:26][C:25](=[O:30])[CH2:24]1.